This data is from Reaction yield outcomes from USPTO patents with 853,638 reactions. The task is: Predict the reaction yield, written as a fraction of the theoretical maximum amount of product (1.0 means a 100% yield; for example, 0.34 means a 34% yield). The reactants are [NH2:1][C:2]1[S:6][N:5]=[C:4]([CH3:7])[C:3]=1[C:8]#[N:9].[C:10](Cl)(=[O:15])[CH2:11][CH:12]([CH3:14])[CH3:13]. The catalyst is N1C=CC=CC=1.C(Cl)(Cl)Cl. The product is [C:8]([C:3]1[C:4]([CH3:7])=[N:5][S:6][C:2]=1[NH:1][C:10](=[O:15])[CH2:11][CH:12]([CH3:14])[CH3:13])#[N:9]. The yield is 0.880.